This data is from Full USPTO retrosynthesis dataset with 1.9M reactions from patents (1976-2016). The task is: Predict the reactants needed to synthesize the given product. (1) Given the product [NH2:13][C:11]1[C:5]2[O:6][CH2:7][C:8](=[O:10])[NH:9][C:4]=2[CH:3]=[CH:2][CH:12]=1, predict the reactants needed to synthesize it. The reactants are: Cl[C:2]1[CH:12]=[C:11]([N+:13]([O-])=O)[C:5]2[O:6][CH2:7][C:8](=[O:10])[NH:9][C:4]=2[CH:3]=1. (2) Given the product [Cl:8][C:6]1[CH:5]=[C:4]([C:9]2[N:14]=[C:13]([C:15]3[CH:20]=[CH:19][CH:18]=[CH:17][CH:16]=3)[N:12]=[C:11]([C:21]3[CH:26]=[CH:25][CH:24]=[CH:23][CH:22]=3)[N:10]=2)[CH:3]=[C:2]([C:27]2[CH:32]=[CH:31][CH:30]=[CH:29][CH:28]=2)[CH:7]=1, predict the reactants needed to synthesize it. The reactants are: Br[C:2]1[CH:3]=[C:4]([C:9]2[N:14]=[C:13]([C:15]3[CH:20]=[CH:19][CH:18]=[CH:17][CH:16]=3)[N:12]=[C:11]([C:21]3[CH:26]=[CH:25][CH:24]=[CH:23][CH:22]=3)[N:10]=2)[CH:5]=[C:6]([Cl:8])[CH:7]=1.[C:27]1(B(O)O)[CH:32]=[CH:31][CH:30]=[CH:29][CH:28]=1.[OH-].[Na+]. (3) Given the product [F:22][C:23]1[CH:28]=[CH:27][C:26]([C:8]2[CH:21]=[CH:20][CH:19]=[CH:18][C:9]=2[CH2:10][N:11]2[CH2:16][CH2:15][C:14](=[O:17])[CH2:13][CH2:12]2)=[CH:25][CH:24]=1, predict the reactants needed to synthesize it. The reactants are: C(=O)([O-])[O-].[Na+].[Na+].Br[C:8]1[CH:21]=[CH:20][CH:19]=[CH:18][C:9]=1[CH2:10][N:11]1[CH2:16][CH2:15][C:14](=[O:17])[CH2:13][CH2:12]1.[F:22][C:23]1[CH:28]=[CH:27][C:26](B(O)O)=[CH:25][CH:24]=1. (4) The reactants are: [CH3:1][O:2][C:3](=[O:33])/[CH:4]=[CH:5]/[C:6]1[CH:7]=[C:8]2[C:29](=[CH:30][CH:31]=1)[O:28][C:11]1([CH2:16][CH2:15][N:14]([CH2:17][CH2:18][C:19]3[CH:24]=[CH:23][C:22]([N+:25]([O-])=O)=[CH:21][CH:20]=3)[CH2:13][CH2:12]1)[CH2:10][C:9]2=[O:32].O.O.Cl[Sn]Cl.C(C(C(C([O-])=O)O)O)([O-])=O.[K+].[Na+].C(=O)(O)[O-].[Na+]. Given the product [CH3:1][O:2][C:3](=[O:33])/[CH:4]=[CH:5]/[C:6]1[CH:7]=[C:8]2[C:29](=[CH:30][CH:31]=1)[O:28][C:11]1([CH2:16][CH2:15][N:14]([CH2:17][CH2:18][C:19]3[CH:24]=[CH:23][C:22]([NH2:25])=[CH:21][CH:20]=3)[CH2:13][CH2:12]1)[CH2:10][C:9]2=[O:32], predict the reactants needed to synthesize it. (5) Given the product [CH2:1]([N:8]1[CH2:13][CH2:12][C@H:11]([CH:14]([NH:16][C:25]2[CH:30]=[CH:29][C:28]([C:31]#[N:32])=[CH:27][N:26]=2)[CH3:15])[C@@H:10]([C:17]2[CH:22]=[CH:21][C:20]([Cl:23])=[CH:19][CH:18]=2)[CH2:9]1)[C:2]1[CH:3]=[CH:4][CH:5]=[CH:6][CH:7]=1, predict the reactants needed to synthesize it. The reactants are: [CH2:1]([N:8]1[CH2:13][CH2:12][C@H:11]([CH:14]([NH2:16])[CH3:15])[C@@H:10]([C:17]2[CH:22]=[CH:21][C:20]([Cl:23])=[CH:19][CH:18]=2)[CH2:9]1)[C:2]1[CH:7]=[CH:6][CH:5]=[CH:4][CH:3]=1.Br[C:25]1[CH:30]=[CH:29][C:28]([C:31]#[N:32])=[CH:27][N:26]=1.CCN(C(C)C)C(C)C. (6) Given the product [CH2:13]([N:15]1[C:23]2[C:18](=[CH:19][C:20]([C:24]3[NH:12][C:11]4[N:10]([N:9]=[CH:8][C:7]=4[C:4]4[S:5][CH:6]=[C:2]([CH3:1])[N:3]=4)[C:26](=[O:27])[CH:25]=3)=[CH:21][CH:22]=2)[CH:17]=[N:16]1)[CH3:14], predict the reactants needed to synthesize it. The reactants are: [CH3:1][C:2]1[N:3]=[C:4]([C:7]2[CH:8]=[N:9][NH:10][C:11]=2[NH2:12])[S:5][CH:6]=1.[CH2:13]([N:15]1[C:23]2[C:18](=[CH:19][C:20]([C:24](=O)[CH2:25][C:26](OCC)=[O:27])=[CH:21][CH:22]=2)[CH:17]=[N:16]1)[CH3:14].CC1C=CC(S(O)(=O)=O)=CC=1. (7) Given the product [Cl:8][C:6]1[CH:5]=[C:4]([C:9]2([C:30]([F:33])([F:32])[F:31])[O:13][N:12]=[C:11]([C:14]3[CH:27]=[CH:26][C:17]([C:18]([NH:20][CH2:21][C:22]([F:23])([F:25])[F:24])=[O:19])=[C:16]([S:28]([CH3:29])=[O:40])[CH:15]=3)[CH2:10]2)[CH:3]=[C:2]([Cl:1])[CH:7]=1, predict the reactants needed to synthesize it. The reactants are: [Cl:1][C:2]1[CH:3]=[C:4]([C:9]2([C:30]([F:33])([F:32])[F:31])[O:13][N:12]=[C:11]([C:14]3[CH:27]=[CH:26][C:17]([C:18]([NH:20][CH2:21][C:22]([F:25])([F:24])[F:23])=[O:19])=[C:16]([S:28][CH3:29])[CH:15]=3)[CH2:10]2)[CH:5]=[C:6]([Cl:8])[CH:7]=1.ClN1C(=[O:40])CCC1=O. (8) Given the product [C:1]([C:4]1[C:5]([O:22][CH3:23])=[C:6]([C:12]2[CH:17]=[CH:16][C:15]([C:18]([N:25]3[CH2:28][CH:27]([C:29]#[N:30])[CH2:26]3)=[O:20])=[C:14]([F:21])[CH:13]=2)[C:7]([CH3:11])=[C:8]([Cl:10])[CH:9]=1)(=[O:3])[CH3:2], predict the reactants needed to synthesize it. The reactants are: [C:1]([C:4]1[C:5]([O:22][CH3:23])=[C:6]([C:12]2[CH:17]=[CH:16][C:15]([C:18]([OH:20])=O)=[C:14]([F:21])[CH:13]=2)[C:7]([CH3:11])=[C:8]([Cl:10])[CH:9]=1)(=[O:3])[CH3:2].Cl.[NH:25]1[CH2:28][CH:27]([C:29]#[N:30])[CH2:26]1.F[P-](F)(F)(F)(F)F.N1(O[P+](N(C)C)(N(C)C)N(C)C)C2C=CC=CC=2N=N1.C(N(CC)C(C)C)(C)C.